From a dataset of Catalyst prediction with 721,799 reactions and 888 catalyst types from USPTO. Predict which catalyst facilitates the given reaction. Reactant: [C:1]([C:4]1[C:9](=[O:10])[C:8]([Br:11])=[CH:7][N:6]([C:12]2[CH:17]=[CH:16][CH:15]=[C:14]([C:18]([F:21])([F:20])[F:19])[CH:13]=2)[N:5]=1)(=O)[CH3:2].[CH3:22]OC(OC)N(C)C.CC(O)=O.[C:34]1([NH:40][NH2:41])[CH:39]=[CH:38][CH:37]=[CH:36][CH:35]=1. The catalyst class is: 33. Product: [Br:11][C:8]1[C:9](=[O:10])[C:4]([C:1]2[N:40]([C:34]3[CH:39]=[CH:38][CH:37]=[CH:36][CH:35]=3)[N:41]=[CH:22][CH:2]=2)=[N:5][N:6]([C:12]2[CH:17]=[CH:16][CH:15]=[C:14]([C:18]([F:21])([F:20])[F:19])[CH:13]=2)[CH:7]=1.